This data is from Peptide-MHC class I binding affinity with 185,985 pairs from IEDB/IMGT. The task is: Regression. Given a peptide amino acid sequence and an MHC pseudo amino acid sequence, predict their binding affinity value. This is MHC class I binding data. (1) The peptide sequence is SIDVDKRTK. The MHC is HLA-A31:01 with pseudo-sequence HLA-A31:01. The binding affinity (normalized) is 0.183. (2) The peptide sequence is YFANNKFTL. The MHC is HLA-A68:02 with pseudo-sequence HLA-A68:02. The binding affinity (normalized) is 0.454. (3) The peptide sequence is DFISMYFPW. The MHC is HLA-A03:01 with pseudo-sequence HLA-A03:01. The binding affinity (normalized) is 0.0847.